Dataset: Forward reaction prediction with 1.9M reactions from USPTO patents (1976-2016). Task: Predict the product of the given reaction. (1) Given the reactants [F:1][C:2]([F:17])([F:16])[S:3][C:4]1[CH:15]=[CH:14][C:7]([CH2:8][CH:9]([C:12]#[N:13])[C:10]#[N:11])=[CH:6][CH:5]=1.[H-].[Na+].Br[CH2:21][CH2:22][C:23]([F:26])([F:25])[F:24], predict the reaction product. The product is: [F:17][C:2]([F:16])([F:1])[S:3][C:4]1[CH:5]=[CH:6][C:7]([CH2:8][C:9]([CH2:21][CH2:22][C:23]([F:26])([F:25])[F:24])([C:12]#[N:13])[C:10]#[N:11])=[CH:14][CH:15]=1. (2) Given the reactants [CH3:1][C:2]1(C)OC(=O)[C:5](=[C:9]([OH:30])[CH:10]2[CH2:15][N:14]([C:16]([O:18][C:19]([CH3:22])([CH3:21])[CH3:20])=[O:17])[CH2:13][CH2:12][N:11]2[C:23]([O:25][C:26]([CH3:29])([CH3:28])[CH3:27])=[O:24])[C:4](=[O:31])[O:3]1.[O-]CC.[Na+], predict the reaction product. The product is: [CH2:2]([O:3][C:4](=[O:31])[CH2:5][C:9]([CH:10]1[CH2:15][N:14]([C:16]([O:18][C:19]([CH3:22])([CH3:21])[CH3:20])=[O:17])[CH2:13][CH2:12][N:11]1[C:23]([O:25][C:26]([CH3:29])([CH3:28])[CH3:27])=[O:24])=[O:30])[CH3:1]. (3) Given the reactants [CH3:1][C@@H:2]([CH2:5][CH2:6]Br)[CH2:3]Br.[NH2:8][C@@H:9]([CH3:12])[CH2:10][OH:11].C(=O)([O-])[O-].[K+].[K+], predict the reaction product. The product is: [CH3:1][C@H:2]1[CH2:5][CH2:6][N:8]([C@@H:9]([CH3:12])[CH2:10][OH:11])[CH2:3]1. (4) Given the reactants [C:1]1([CH:7]2[CH2:10][C:9](=[O:11])[CH2:8]2)[CH:6]=[CH:5][CH:4]=[CH:3][CH:2]=1.NC(N)=[O:14].OO, predict the reaction product. The product is: [C:1]1([CH:7]2[CH2:8][O:11][C:9](=[O:14])[CH2:10]2)[CH:2]=[CH:3][CH:4]=[CH:5][CH:6]=1.